This data is from Forward reaction prediction with 1.9M reactions from USPTO patents (1976-2016). The task is: Predict the product of the given reaction. (1) Given the reactants [OH:1][C:2]1[CH:7]=[CH:6][C:5]([CH:8]([CH3:13])[C:9]([NH:11][NH2:12])=[O:10])=[CH:4][CH:3]=1.[ClH:14].[CH3:15][C:16]1[C:24]([CH2:25][CH2:26][N:27]2[CH2:31][CH2:30][CH2:29][CH2:28]2)=[CH:23][C:22]([CH3:32])=[C:21]2[C:17]=1[C:18](=O)[C:19](=[O:33])[NH:20]2, predict the reaction product. The product is: [ClH:14].[CH3:15][C:16]1[C:24]([CH2:25][CH2:26][N:27]2[CH2:31][CH2:30][CH2:29][CH2:28]2)=[CH:23][C:22]([CH3:32])=[C:21]2[C:17]=1/[C:18](=[N:12]/[NH:11][C:9](=[O:10])[CH:8]([C:5]1[CH:6]=[CH:7][C:2]([OH:1])=[CH:3][CH:4]=1)[CH3:13])/[C:19](=[O:33])[NH:20]2. (2) Given the reactants [Mg].Br[C:3]1[CH:8]=[CH:7][C:6]([C:9]([F:12])([F:11])[F:10])=[CH:5][CH:4]=1.[CH2:13]([O:15][C:16]([N:18]1[CH2:22][CH2:21][C:20](=[O:23])[CH2:19]1)=[O:17])[CH3:14].[NH4+].[Cl-], predict the reaction product. The product is: [CH2:13]([O:15][C:16]([N:18]1[CH2:22][CH2:21][C:20]([OH:23])([C:3]2[CH:8]=[CH:7][C:6]([C:9]([F:12])([F:11])[F:10])=[CH:5][CH:4]=2)[CH2:19]1)=[O:17])[CH3:14]. (3) Given the reactants Cl[CH2:2][CH2:3][CH2:4][N:5]1[C:13]2[C:8](=[CH:9][CH:10]=[CH:11][CH:12]=2)[C:7]([C:14](=[O:16])[CH3:15])=[CH:6]1.C(=O)([O-])[O-].[Cs+].[Cs+].[I-].[K+].[CH:25]1([CH2:28][O:29][CH:30]2[CH2:36][CH:35]3[NH:37][CH:32]([CH2:33][CH2:34]3)[CH2:31]2)[CH2:27][CH2:26]1, predict the reaction product. The product is: [CH:25]1([CH2:28][O:29][CH:30]2[CH2:31][CH:32]3[N:37]([CH:3]([CH3:2])[CH2:4][N:5]4[C:13]5[C:8](=[CH:9][CH:10]=[CH:11][CH:12]=5)[C:7]([C:14](=[O:16])[CH3:15])=[CH:6]4)[CH:35]([CH2:34][CH2:33]3)[CH2:36]2)[CH2:27][CH2:26]1. (4) Given the reactants C([N:8]1[CH2:17][CH2:16][C:15]2[C:14]([NH:18][C:19]3[CH:20]=[N:21][C:22]([C:25]([F:28])([F:27])[F:26])=[CH:23][CH:24]=3)=[N:13][CH:12]=[N:11][C:10]=2[CH2:9]1)C1C=CC=CC=1, predict the reaction product. The product is: [F:27][C:25]([F:26])([F:28])[C:22]1[N:21]=[CH:20][C:19]([NH:18][C:14]2[C:15]3[CH2:16][CH2:17][NH:8][CH2:9][C:10]=3[N:11]=[CH:12][N:13]=2)=[CH:24][CH:23]=1.